From a dataset of Forward reaction prediction with 1.9M reactions from USPTO patents (1976-2016). Predict the product of the given reaction. (1) Given the reactants [CH3:1][O:2][C:3]1[CH:12]=[C:11]2[C:6]([CH2:7][CH2:8][CH2:9][CH:10]2[C:13]([OH:15])=O)=[CH:5][CH:4]=1.[Br:16][C:17]1[CH:22]=[CH:21][C:20]([NH:23][CH2:24][C:25]2[CH:30]=[CH:29][C:28]([N:31]([CH3:33])[CH3:32])=[CH:27][CH:26]=2)=[CH:19][CH:18]=1.[ClH:34].C(OCC)(=O)C, predict the reaction product. The product is: [ClH:34].[Br:16][C:17]1[CH:18]=[CH:19][C:20]([N:23]([CH2:24][C:25]2[CH:30]=[CH:29][C:28]([N:31]([CH3:33])[CH3:32])=[CH:27][CH:26]=2)[C:13]([CH:10]2[C:11]3[C:6](=[CH:5][CH:4]=[C:3]([O:2][CH3:1])[CH:12]=3)[CH2:7][CH2:8][CH2:9]2)=[O:15])=[CH:21][CH:22]=1. (2) Given the reactants [Br:1][C:2]1[CH:6]=[N:5][N:4]([CH3:7])[C:3]=1[C:8]1[CH:9]=[C:10]([NH:16][C:17]([NH:19][C:20]2[CH:25]=[CH:24][C:23]([Cl:26])=[CH:22][CH:21]=2)=[O:18])[CH:11]=[CH:12][C:13]=1[O:14]C.[Al+3].[Cl-].[Cl-].[Cl-].CCOC(C)=O.C(C(C(C([O-])=O)O)O)([O-])=O.[Na+].[K+], predict the reaction product. The product is: [Br:1][C:2]1[CH:6]=[N:5][N:4]([CH3:7])[C:3]=1[C:8]1[CH:9]=[C:10]([NH:16][C:17]([NH:19][C:20]2[CH:21]=[CH:22][C:23]([Cl:26])=[CH:24][CH:25]=2)=[O:18])[CH:11]=[CH:12][C:13]=1[OH:14]. (3) Given the reactants [CH3:1][N:2]([S:23]([C:26]1[S:27][CH:28]=[CH:29][CH:30]=1)(=[O:25])=[O:24])[C:3]1[CH:4]=[CH:5][CH:6]=[C:7]2[C:11]=1[NH:10][C:9]([C:12]1[S:13][CH:14]([CH2:17][C:18](OCC)=[O:19])[CH2:15][N:16]=1)=[CH:8]2.[BH4-].[Li+].O1CCCC1.C(O)(=O)CC(CC(O)=O)(C(O)=O)O, predict the reaction product. The product is: [OH:19][CH2:18][CH2:17][CH:14]1[S:13][C:12]([C:9]2[NH:10][C:11]3[C:7]([CH:8]=2)=[CH:6][CH:5]=[CH:4][C:3]=3[N:2]([CH3:1])[S:23]([C:26]2[S:27][CH:28]=[CH:29][CH:30]=2)(=[O:25])=[O:24])=[N:16][CH2:15]1. (4) Given the reactants C([N:8]1[CH2:17][CH:16]([CH3:18])[C:15]2[N:14]=[C:13]([Cl:19])[CH:12]=[CH:11][C:10]=2[CH2:9]1)C1C=CC=CC=1.[CH:20]1([Mg]Br)[CH2:24][CH2:23][CH2:22][CH2:21]1, predict the reaction product. The product is: [ClH:19].[CH:20]1([C:13]2[CH:12]=[CH:11][C:10]3[CH2:9][NH:8][CH2:17][CH:16]([CH3:18])[C:15]=3[N:14]=2)[CH2:24][CH2:23][CH2:22][CH2:21]1. (5) Given the reactants [CH:1]1([CH:7]([NH:21][C:22]2[CH:27]=[CH:26][C:25]([C:28]([N:30]([CH3:38])[CH2:31][CH2:32][C:33]([O:35][CH2:36][CH3:37])=[O:34])=[O:29])=[CH:24][CH:23]=2)[C:8]2[O:9][C:10]3[CH:17]=[CH:16][C:15]([N+:18]([O-])=O)=[CH:14][C:11]=3[C:12]=2[CH3:13])[CH2:6][CH2:5][CH2:4][CH2:3][CH2:2]1, predict the reaction product. The product is: [NH2:18][C:15]1[CH:16]=[CH:17][C:10]2[O:9][C:8]([CH:7]([NH:21][C:22]3[CH:27]=[CH:26][C:25]([C:28]([N:30]([CH3:38])[CH2:31][CH2:32][C:33]([O:35][CH2:36][CH3:37])=[O:34])=[O:29])=[CH:24][CH:23]=3)[CH:1]3[CH2:2][CH2:3][CH2:4][CH2:5][CH2:6]3)=[C:12]([CH3:13])[C:11]=2[CH:14]=1. (6) Given the reactants C(O[C:4]1[C:5](=[O:16])[C:6](=[O:15])[C:7]=1[NH:8][C:9]1[CH:14]=[CH:13][N:12]=[CH:11][CH:10]=1)C.[CH2:17]([N:24]1[CH2:29][CH2:28][CH:27]([CH2:30][CH2:31][NH2:32])[CH2:26][CH2:25]1)[C:18]1[CH:23]=[CH:22][CH:21]=[CH:20][CH:19]=1, predict the reaction product. The product is: [CH2:17]([N:24]1[CH2:29][CH2:28][CH:27]([CH2:30][CH2:31][NH:32][C:4]2[C:5](=[O:16])[C:6](=[O:15])[C:7]=2[NH:8][C:9]2[CH:10]=[CH:11][N:12]=[CH:13][CH:14]=2)[CH2:26][CH2:25]1)[C:18]1[CH:23]=[CH:22][CH:21]=[CH:20][CH:19]=1. (7) Given the reactants [NH2:1][C:2]1[CH:9]=[CH:8][C:5]([C:6]#[N:7])=[CH:4][C:3]=1[N:10]1[CH2:15][CH2:14][CH2:13][C:12]2([CH2:20][CH2:19][N:18]([C:21](=[O:26])[C:22]([F:25])([F:24])[F:23])[CH2:17][CH2:16]2)[CH2:11]1.[S:27]1[CH:31]=[CH:30][CH:29]=[C:28]1[C:32]1[S:33][CH:34]=[C:35]([C:37](O)=[O:38])[N:36]=1.C(N(CC)C(C)C)(C)C.CN(C=[O:53])C, predict the reaction product. The product is: [C:6]([C:5]1[CH:8]=[CH:9][C:2]([NH:1][C:37]([C:35]2[N:36]=[C:32]([C:28]3[S:27][CH:31]=[CH:30][CH:29]=3)[S:33][CH:34]=2)=[O:38])=[C:3]([N:10]2[CH2:15][CH2:14][CH2:13][C:12]3([CH2:16][CH2:17][N:18]([C:21](=[O:26])[C:22]([F:25])([F:24])[F:23])[CH2:19][CH2:20]3)[CH2:11]2)[CH:4]=1)(=[O:53])[NH2:7].